This data is from Forward reaction prediction with 1.9M reactions from USPTO patents (1976-2016). The task is: Predict the product of the given reaction. (1) Given the reactants [NH2:1][C:2]1[CH:7]=[CH:6][C:5]([N:8]2[C:12](=[O:13])[NH:11][C:10]([C:14]3[CH:15]=[C:16]([CH:24]=[CH:25][C:26]=3[Cl:27])[CH2:17][NH:18][C:19]([CH:21]3[CH2:23][CH2:22]3)=[O:20])=[N:9]2)=[CH:4][C:3]=1[O:28][CH3:29].[CH:30]1([C:33](Cl)=[O:34])[CH2:32][CH2:31]1.CCN(C(C)C)C(C)C, predict the reaction product. The product is: [Cl:27][C:26]1[CH:25]=[CH:24][C:16]([CH2:17][NH:18][C:19]([CH:21]2[CH2:23][CH2:22]2)=[O:20])=[CH:15][C:14]=1[C:10]1[NH:11][C:12](=[O:13])[N:8]([C:5]2[CH:6]=[CH:7][C:2]([NH:1][C:33]([CH:30]3[CH2:32][CH2:31]3)=[O:34])=[C:3]([O:28][CH3:29])[CH:4]=2)[N:9]=1. (2) Given the reactants [CH2:1]1[CH:6]2[CH2:7][C:8]3([NH2:11])[CH2:10][CH:4]([CH2:5]2)[CH2:3][CH:2]1[CH2:9]3.Cl[CH2:13][C:14]1[O:18][N:17]=[C:16]([C:19]2[CH:24]=[CH:23][C:22]([O:25][CH3:26])=[CH:21][CH:20]=2)[CH:15]=1, predict the reaction product. The product is: [CH3:26][O:25][C:22]1[CH:21]=[CH:20][C:19]([C:16]2[CH:15]=[C:14]([CH2:13][NH:11][C:8]34[CH2:10][CH:4]5[CH2:5][CH:6]([CH2:1][CH:2]([CH2:3]5)[CH2:9]3)[CH2:7]4)[O:18][N:17]=2)=[CH:24][CH:23]=1. (3) Given the reactants [CH:1]([C:4]1[C:5]([O:31][CH2:32][CH2:33][CH3:34])=[C:6]([CH:28]=[CH:29][CH:30]=1)[CH2:7][N:8]([CH3:27])[C:9](=[O:26])/[CH:10]=[CH:11]/[C:12]1[CH:25]=[N:24][C:15]2[NH:16][C:17](=[O:23])[C:18](C)(C)[NH:19][CH2:20][C:14]=2[CH:13]=1)([CH3:3])[CH3:2].[ClH:35], predict the reaction product. The product is: [ClH:35].[CH:1]([C:4]1[C:5]([O:31][CH2:32][CH2:33][CH3:34])=[C:6]([CH:28]=[CH:29][CH:30]=1)[CH2:7][N:8]([CH3:27])[C:9](=[O:26])/[CH:10]=[CH:11]/[C:12]1[CH:25]=[N:24][C:15]2[NH:16][C:17](=[O:23])[CH2:18][NH:19][CH2:20][C:14]=2[CH:13]=1)([CH3:3])[CH3:2]. (4) Given the reactants [Si:1]([O:8][CH2:9][CH2:10][O:11][CH2:12][C:13]1[CH:14]=[N:15][C:16]2[C:21]([CH:22]=1)=[CH:20][CH:19]=[C:18]([NH:23]C(=O)OCC1C=CC=CC=1)[CH:17]=2)([C:4]([CH3:7])([CH3:6])[CH3:5])([CH3:3])[CH3:2], predict the reaction product. The product is: [Si:1]([O:8][CH2:9][CH2:10][O:11][CH2:12][C:13]1[CH:14]=[N:15][C:16]2[C:21]([CH:22]=1)=[CH:20][CH:19]=[C:18]([NH2:23])[CH:17]=2)([C:4]([CH3:7])([CH3:6])[CH3:5])([CH3:3])[CH3:2].